This data is from Peptide-MHC class II binding affinity with 134,281 pairs from IEDB. The task is: Regression. Given a peptide amino acid sequence and an MHC pseudo amino acid sequence, predict their binding affinity value. This is MHC class II binding data. (1) The peptide sequence is KEDFLGSLVKEIPPRLLYAK. The MHC is DRB1_0301 with pseudo-sequence DRB1_0301. The binding affinity (normalized) is 0.582. (2) The peptide sequence is RNFYFINRLTGYLRN. The MHC is DRB1_1302 with pseudo-sequence DRB1_1302. The binding affinity (normalized) is 0.793. (3) The peptide sequence is FDHEFTFGWDELLSK. The MHC is DRB3_0101 with pseudo-sequence DRB3_0101. The binding affinity (normalized) is 0.569. (4) The peptide sequence is WKRMEVGQQAVEVWQ. The MHC is DRB1_0404 with pseudo-sequence DRB1_0404. The binding affinity (normalized) is 0.274.